Dataset: NCI-60 drug combinations with 297,098 pairs across 59 cell lines. Task: Regression. Given two drug SMILES strings and cell line genomic features, predict the synergy score measuring deviation from expected non-interaction effect. Drug 1: CS(=O)(=O)CCNCC1=CC=C(O1)C2=CC3=C(C=C2)N=CN=C3NC4=CC(=C(C=C4)OCC5=CC(=CC=C5)F)Cl. Drug 2: C1CCC(C(C1)N)N.C(=O)(C(=O)[O-])[O-].[Pt+4]. Cell line: RPMI-8226. Synergy scores: CSS=41.9, Synergy_ZIP=1.24, Synergy_Bliss=1.14, Synergy_Loewe=-20.3, Synergy_HSA=-0.402.